Dataset: Catalyst prediction with 721,799 reactions and 888 catalyst types from USPTO. Task: Predict which catalyst facilitates the given reaction. Product: [OH:8][C:7]1[C:6]2[C:5](=[CH:14][C:13]([C:15]([F:18])([F:17])[F:16])=[CH:12][CH:11]=2)[NH:4][C:1](=[O:3])[CH:2]=1. The catalyst class is: 182. Reactant: [C:1]([NH:4][C:5]1[CH:14]=[C:13]([C:15]([F:18])([F:17])[F:16])[CH:12]=[CH:11][C:6]=1[C:7](OC)=[O:8])(=[O:3])[CH3:2].C[Si]([N-][Si](C)(C)C)(C)C.[K+].